This data is from Full USPTO retrosynthesis dataset with 1.9M reactions from patents (1976-2016). The task is: Predict the reactants needed to synthesize the given product. (1) Given the product [Cl:17][C:16]1[C:2]([Cl:1])=[CH:3][C:4]2[NH:8][C:7]([C:9](=[O:14])[C:10]([F:13])([F:11])[F:12])=[N:6][C:5]=2[CH:15]=1, predict the reactants needed to synthesize it. The reactants are: [Cl:1][C:2]1[C:16]([Cl:17])=[CH:15][C:5]2[NH:6][C:7]([CH:9]([OH:14])[C:10]([F:13])([F:12])[F:11])=[N:8][C:4]=2[CH:3]=1.CC1(C)N([O-])C(C)(C)CC(OC)C1.[Br-].[K+].Cl[O-].[Na+]. (2) Given the product [CH:6]1[CH:5]=[CH:4][CH:3]=[C:2]2[N:7]([C:8](=[O:18])[CH2:9][CH2:10][CH2:11][CH2:12][CH2:13][CH2:14][CH2:15][CH2:16][CH3:17])[C:24]3[C:19](=[CH:20][C:21]4[N:31]([C:32](=[O:42])[CH2:33][CH2:34][CH2:35][CH2:36][CH2:37][CH2:38][CH2:39][CH2:40][CH3:41])[C:26]5[C:25]([C:22]=4[CH:23]=3)=[CH:30][CH:29]=[CH:28][CH:27]=5)[C:1]=12, predict the reactants needed to synthesize it. The reactants are: [C:1]1([C:19]2[CH:24]=[CH:23][C:22]([C:25]3[CH:30]=[CH:29][CH:28]=[CH:27][C:26]=3[NH:31][C:32](=[O:42])[CH2:33][CH2:34][CH2:35][CH2:36][CH2:37][CH2:38][CH2:39][CH2:40][CH3:41])=[CH:21][CH:20]=2)[CH:6]=[CH:5][CH:4]=[CH:3][C:2]=1[NH:7][C:8](=[O:18])[CH2:9][CH2:10][CH2:11][CH2:12][CH2:13][CH2:14][CH2:15][CH2:16][CH3:17]. (3) Given the product [CH2:8]([N:9]1[CH2:10][CH2:11][N:12]([CH2:16][C:17]#[N:18])[CH2:13][CH2:14]1)[CH2:7][C:1]1[CH:6]=[CH:5][CH:4]=[CH:3][CH:2]=1, predict the reactants needed to synthesize it. The reactants are: [C:1]1([CH2:7][CH2:8][N:9]2[CH2:14][CH2:13][NH:12][CH2:11][CH2:10]2)[CH:6]=[CH:5][CH:4]=[CH:3][CH:2]=1.Br[CH2:16][C:17]#[N:18]. (4) The reactants are: [CH3:1][C:2]1[O:6][C:5]([CH2:7][C:8](=[O:10])[CH3:9])=[N:4][N:3]=1.Br[CH2:12][CH2:13]Br.C(=O)([O-])[O-].[K+].[K+]. Given the product [CH3:1][C:2]1[O:6][C:5]([C:7]2([C:8](=[O:10])[CH3:9])[CH2:13][CH2:12]2)=[N:4][N:3]=1, predict the reactants needed to synthesize it. (5) Given the product [Br:1][C:2]1[N:3]=[C:4]([C:7]([NH:20][CH2:21][C:22]([OH:24])([CH3:25])[CH3:23])=[O:9])[S:5][CH:6]=1, predict the reactants needed to synthesize it. The reactants are: [Br:1][C:2]1[N:3]=[C:4]([C:7]([OH:9])=O)[S:5][CH:6]=1.C1C=CC2N(O)N=NC=2C=1.[NH2:20][CH2:21][C:22]([CH3:25])([OH:24])[CH3:23].CCN=C=NCCCN(C)C. (6) Given the product [Br:1][C:2]1[CH:3]=[C:4]([C:14]([NH:17][CH2:18][C:19]2[C:20](=[O:32])[NH:21][C:22]([CH3:31])=[CH:23][C:24]=2[C:25]2[CH:26]=[CH:27][N:28]=[CH:29][CH:30]=2)=[O:16])[C:5]2[CH:6]=[N:7][N:8]([CH:11]([CH3:12])[CH3:13])[C:9]=2[CH:10]=1, predict the reactants needed to synthesize it. The reactants are: [Br:1][C:2]1[CH:3]=[C:4]([C:14]([OH:16])=O)[C:5]2[CH:6]=[N:7][N:8]([CH:11]([CH3:13])[CH3:12])[C:9]=2[CH:10]=1.[NH2:17][CH2:18][C:19]1[C:20](=[O:32])[NH:21][C:22]([CH3:31])=[CH:23][C:24]=1[C:25]1[CH:30]=[CH:29][N:28]=[CH:27][CH:26]=1.ON1C2N=CC=CC=2N=N1.CN1CCOCC1. (7) Given the product [CH2:6]([O:5][C:3](=[O:4])[C:2]([OH:14])([CH3:1])[C:8]([OH:10])=[O:9])[CH3:7], predict the reactants needed to synthesize it. The reactants are: [CH3:1][CH:2]([C:8]([O:10]CC)=[O:9])[C:3]([O:5][CH2:6][CH3:7])=[O:4].C(=O)([O-])[O-:14].[Cs+].[Cs+]. (8) Given the product [ClH:31].[NH2:24][C:19]1[N:18]=[C:17]([NH:16][C:13]2[CH:12]=[CH:11][C:10]([NH:9][C:7](=[O:8])[C:6]3[CH:25]=[CH:26][C:3]([NH:2][C:32]4[C:41]5[C:36](=[CH:37][C:38]([N:42]([CH3:44])[CH3:43])=[CH:39][CH:40]=5)[N:35]=[CH:34][CH:33]=4)=[CH:4][CH:5]=3)=[CH:15][CH:14]=2)[CH:22]=[C:21]([CH3:23])[N:20]=1, predict the reactants needed to synthesize it. The reactants are: Cl.[NH2:2][C:3]1[CH:26]=[CH:25][C:6]([C:7]([NH:9][C:10]2[CH:15]=[CH:14][C:13]([NH:16][C:17]3[CH:22]=[C:21]([CH3:23])[N:20]=[C:19]([NH2:24])[N:18]=3)=[CH:12][CH:11]=2)=[O:8])=[CH:5][CH:4]=1.CCO.Cl.[Cl:31][C:32]1[C:41]2[C:36](=[CH:37][C:38]([N:42]([CH3:44])[CH3:43])=[CH:39][CH:40]=2)[N:35]=[CH:34][CH:33]=1. (9) Given the product [CH3:25][S:26]([O:1][CH:2]1[CH2:5][C:4]2([CH2:10][CH2:9][N:8]([C:11]([O:13][C:14]([CH3:17])([CH3:16])[CH3:15])=[O:12])[CH2:7][CH2:6]2)[CH2:3]1)(=[O:28])=[O:27], predict the reactants needed to synthesize it. The reactants are: [OH:1][CH:2]1[CH2:5][C:4]2([CH2:10][CH2:9][N:8]([C:11]([O:13][C:14]([CH3:17])([CH3:16])[CH3:15])=[O:12])[CH2:7][CH2:6]2)[CH2:3]1.CCN(CC)CC.[CH3:25][S:26](Cl)(=[O:28])=[O:27].[NH4+].[Cl-].